From a dataset of Forward reaction prediction with 1.9M reactions from USPTO patents (1976-2016). Predict the product of the given reaction. (1) Given the reactants Br[C:2]1[C:21]([O:22][CH:23]([CH3:25])[CH3:24])=[CH:20][C:5]2[C:6]([C:16]([NH:18][CH3:19])=[O:17])=[C:7]([C:9]3[CH:14]=[CH:13][C:12]([F:15])=[CH:11][CH:10]=3)[O:8][C:4]=2[CH:3]=1.[C:26]1(C)[CH:31]=CC=[CH:28][CH:27]=1.C(=O)([O-])[O-].[Cs+].[Cs+].C/C(/[B-](F)(F)F)=C\C.[K+], predict the reaction product. The product is: [CH3:31][C:26]([C:2]1[C:21]([O:22][CH:23]([CH3:25])[CH3:24])=[CH:20][C:5]2[C:6]([C:16]([NH:18][CH3:19])=[O:17])=[C:7]([C:9]3[CH:14]=[CH:13][C:12]([F:15])=[CH:11][CH:10]=3)[O:8][C:4]=2[CH:3]=1)=[CH:27][CH3:28]. (2) Given the reactants [CH3:1][O:2][C:3](=[O:16])[CH:4]([NH2:15])[CH2:5][N:6]1[CH2:11][CH2:10][C:9]2[NH:12][N:13]=[CH:14][C:8]=2[CH2:7]1.[C:17](C1NC=CN=1)(C1NC=CN=1)=[O:18].[NH:29]1[CH2:34][CH2:33][CH:32]([N:35]2[CH2:44][C:43]3[C:38](=[CH:39][CH:40]=[CH:41][CH:42]=3)[NH:37][C:36]2=[O:45])[CH2:31][CH2:30]1, predict the reaction product. The product is: [CH3:1][O:2][C:3](=[O:16])[CH:4]([NH:15][C:17]([N:29]1[CH2:30][CH2:31][CH:32]([N:35]2[CH2:44][C:43]3[C:38](=[CH:39][CH:40]=[CH:41][CH:42]=3)[NH:37][C:36]2=[O:45])[CH2:33][CH2:34]1)=[O:18])[CH2:5][N:6]1[CH2:11][CH2:10][C:9]2[NH:12][N:13]=[CH:14][C:8]=2[CH2:7]1. (3) The product is: [F:12][C:10]1[CH:9]=[C:8]([F:13])[CH:7]=[C:6]2[C:11]=1[C:2]([N:33]1[C:31]3[C:30](=[CH:29][CH:28]=[C:27]([N:24]4[CH2:23][CH2:22][O:21][CH2:26][CH2:25]4)[CH:32]=3)[C:35]3([CH2:40][CH2:39][O:38][CH2:37][CH2:36]3)[CH2:34]1)=[C:3]([CH3:20])[C:4]([C:14]1[CH:19]=[CH:18][CH:17]=[CH:16][N:15]=1)=[N:5]2. Given the reactants Cl[C:2]1[C:11]2[C:6](=[CH:7][C:8]([F:13])=[CH:9][C:10]=2[F:12])[N:5]=[C:4]([C:14]2[CH:19]=[CH:18][CH:17]=[CH:16][N:15]=2)[C:3]=1[CH3:20].[O:21]1[CH2:26][CH2:25][N:24]([C:27]2[CH:32]=[C:31]3[NH:33][CH2:34][C:35]4([CH2:40][CH2:39][O:38][CH2:37][CH2:36]4)[C:30]3=[CH:29][CH:28]=2)[CH2:23][CH2:22]1.C1(P(C2CCCCC2)C2(C(C)C)CC(C(C)C)=CC(C(C)C)=C2C2C=CC=CC=2)CCCCC1.CC(C)([O-])C.[Na+], predict the reaction product. (4) Given the reactants [CH2:1]([CH2:7][C@@H:8]([SH:12])[CH2:9][CH2:10][SH:11])[CH2:2][CH2:3][C:4]([OH:6])=[O:5].C1C(=O)N(OC(ON2C(=O)CCC2=O)=O)C(=O)C1.C(N(CC)CC)C, predict the reaction product. The product is: [CH2:1]([CH2:7][CH:8]([SH:12])[CH2:9][CH2:10][SH:11])[CH2:2][CH2:3][C:4]([OH:6])=[O:5]. (5) Given the reactants [CH3:1][O:2][C:3]1[CH:8]=[CH:7][C:6]([C:9]2([N:19]([CH3:21])[CH3:20])[CH2:18][CH2:17][C:12]3(OCC[O:13]3)[CH2:11][CH2:10]2)=[CH:5][CH:4]=1.OS(O)(=O)=O, predict the reaction product. The product is: [CH3:20][N:19]([CH3:21])[C:9]1([C:6]2[CH:5]=[CH:4][C:3]([O:2][CH3:1])=[CH:8][CH:7]=2)[CH2:18][CH2:17][C:12](=[O:13])[CH2:11][CH2:10]1. (6) Given the reactants [CH3:1][N:2](C(ON1N=NC2C=CC=NC1=2)=[N+](C)C)[CH3:3].F[P-](F)(F)(F)(F)F.[F:25][C:26]1[CH:31]=[CH:30][C:29]([NH:32][C:33]2[C:34]3[C:41]([CH3:42])=[C:40]([C:43]([O:45]C)=O)[S:39][C:35]=3[N:36]=[CH:37][N:38]=2)=[C:28]([O:47][CH:48]2[CH2:53][CH2:52][O:51][CH2:50][CH2:49]2)[CH:27]=1.CCN(C(C)C)C(C)C.CNC, predict the reaction product. The product is: [CH3:1][N:2]([CH3:3])[C:43]([C:40]1[S:39][C:35]2[N:36]=[CH:37][N:38]=[C:33]([NH:32][C:29]3[CH:30]=[CH:31][C:26]([F:25])=[CH:27][C:28]=3[O:47][CH:48]3[CH2:49][CH2:50][O:51][CH2:52][CH2:53]3)[C:34]=2[C:41]=1[CH3:42])=[O:45].